The task is: Predict the reaction yield, written as a fraction of the theoretical maximum amount of product (1.0 means a 100% yield; for example, 0.34 means a 34% yield).. This data is from Reaction yield outcomes from USPTO patents with 853,638 reactions. (1) The reactants are [CH3:1][C@@H:2]([O:5][C:6]1[CH:12]=[CH:11][C:9]([NH2:10])=[CH:8][CH:7]=1)[CH2:3][CH3:4].[C:13](Cl)(Cl)=[O:14]. The catalyst is CCOC(C)=O. The product is [N:10]([C:9]1[CH:8]=[CH:7][C:6]([O:5][C@H:2]([CH3:1])[CH2:3][CH3:4])=[CH:12][CH:11]=1)=[C:13]=[O:14]. The yield is 0.990. (2) The reactants are F[C:2](F)(F)[C:3](O)=O.C(O[C:13](=[O:32])[NH:14][CH:15]([C:24]1[CH:25]=[N:26][C:27]([O:30][CH3:31])=[CH:28][CH:29]=1)[C:16](=[O:23])[C:17]1[CH:18]=[N:19][CH:20]=[CH:21][CH:22]=1)(C)(C)C.[C:33](=[O:36])([O-])[OH:34].[Na+].C(Cl)(Cl)Cl. The catalyst is C(Cl)Cl. The product is [CH2:2]([O:34][C:33](=[O:36])[C:13]([NH:14][CH:15]([C:24]1[CH:25]=[N:26][C:27]([O:30][CH3:31])=[CH:28][CH:29]=1)[C:16](=[O:23])[C:17]1[CH:18]=[N:19][CH:20]=[CH:21][CH:22]=1)=[O:32])[CH3:3]. The yield is 0.450. (3) The reactants are CS(Cl)(=O)=O.[C:6]([N:9]1[CH2:14][CH2:13][N:12]([CH2:15][CH2:16][OH:17])[CH2:11][C@H:10]1[CH3:18])(=[O:8])[CH3:7].C(N(CC)CC)C.[F:26][C:27]([F:51])([F:50])[C:28]1[N:32]2[N:33]=[C:34]([N:37]3[CH2:42][CH2:41][CH:40]([C:43]4[CH:48]=[CH:47][C:46](O)=[CH:45][CH:44]=4)[CH2:39][CH2:38]3)[CH2:35][CH2:36][C:31]2=[N:30][N:29]=1.C(=O)([O-])[O-].[K+].[K+]. The catalyst is C(Cl)Cl.CN(C=O)C. The product is [C:6]([N:9]1[CH2:14][CH2:13][N:12]([CH2:15][CH2:16][O:17][C:46]2[CH:47]=[CH:48][C:43]([CH:40]3[CH2:39][CH2:38][N:37]([C:34]4[CH2:35][CH2:36][C:31]5[N:32]([C:28]([C:27]([F:51])([F:50])[F:26])=[N:29][N:30]=5)[N:33]=4)[CH2:42][CH2:41]3)=[CH:44][CH:45]=2)[CH2:11][C@H:10]1[CH3:18])(=[O:8])[CH3:7]. The yield is 0.294. (4) The reactants are [CH2:1]([O:3][C:4]1[CH:9]=[C:8]([N+:10]([O-])=O)[CH:7]=[C:6]([S:13]([CH3:16])(=[O:15])=[O:14])[CH:5]=1)[CH3:2]. The catalyst is C(O)(=O)C.CCOC(C)=O.[Zn]. The yield is 0.457. The product is [CH2:1]([O:3][C:4]1[CH:9]=[C:8]([NH2:10])[CH:7]=[C:6]([S:13]([CH3:16])(=[O:15])=[O:14])[CH:5]=1)[CH3:2]. (5) The reactants are [Cl:1][C:2]1[CH:7]=[C:6]([Cl:8])[CH:5]=[CH:4][C:3]=1[CH2:9][C:10]([OH:12])=O.[CH3:13][C:14]1[N:15]=[C:16]([NH2:25])[S:17][C:18]=1[CH2:19][CH2:20][O:21][N+:22]([O-:24])=[O:23]. No catalyst specified. The product is [Cl:1][C:2]1[CH:7]=[C:6]([Cl:8])[CH:5]=[CH:4][C:3]=1[CH2:9][C:10]([NH:25][C:16]1[S:17][C:18]([CH2:19][CH2:20][O:21][N+:22]([O-:24])=[O:23])=[C:14]([CH3:13])[N:15]=1)=[O:12]. The yield is 0.690. (6) The reactants are [CH2:1]([NH2:4])[CH2:2][NH2:3].[Cl:5][C:6]1[CH:7]=[CH:8][C:9]([CH2:12][O:13][C:14]2[CH:19]=[CH:18][N:17]([C:20]3[CH:21]=[N:22][C:23](F)=[CH:24][CH:25]=3)[C:16](=[O:27])[CH:15]=2)=[N:10][CH:11]=1.C([O-])([O-])=O.[K+].[K+]. The catalyst is CN(C=O)C. The product is [Cl:5][C:6]1[CH:7]=[CH:8][C:9]([CH2:12][O:13][C:14]2[CH:19]=[CH:18][N:17]([C:20]3[CH:21]=[N:22][C:23]([NH:3][CH2:2][CH2:1][NH2:4])=[CH:24][CH:25]=3)[C:16](=[O:27])[CH:15]=2)=[N:10][CH:11]=1. The yield is 0.268.